From a dataset of Forward reaction prediction with 1.9M reactions from USPTO patents (1976-2016). Predict the product of the given reaction. (1) The product is: [CH3:1][O:2][C:3]([C:5]1[S:6][C:7]([C:11]#[C:12][C:13]([CH3:16])([CH3:15])[CH3:14])=[CH:8][C:9]=1[N:34]1[CH:29]([CH:23]2[CH2:28][CH2:27][CH2:26][CH2:25][CH2:24]2)[CH2:30][O:31][C@H:32]([CH2:36][CH2:37][CH2:38][OH:39])[C:33]1=[O:35])=[O:4]. Given the reactants [CH3:1][O:2][C:3]([C:5]1[S:6][C:7]([C:11]#[C:12][C:13]([CH3:16])([CH3:15])[CH3:14])=[CH:8][C:9]=1Br)=[O:4].C([O-])([O-])=O.[K+].[K+].[CH:23]1([CH:29]2[NH:34][C:33](=[O:35])[CH:32]([CH2:36][CH2:37][CH2:38][OH:39])[O:31][CH2:30]2)[CH2:28][CH2:27][CH2:26][CH2:25][CH2:24]1, predict the reaction product. (2) Given the reactants [C:1]([CH2:3][CH2:4][CH2:5][O:6][C:7]1[CH:8]=[C:9]([CH:47]=[C:48]([CH2:50][CH2:51][CH2:52][O:53][CH3:54])[CH:49]=1)[CH2:10][N:11]([CH:44]1[CH2:46][CH2:45]1)[C:12](=[O:43])[CH:13]([CH2:23][C:24]1[CH:29]=[CH:28][C:27]([O:30][CH2:31][CH2:32][O:33][C:34]2[C:39]([Cl:40])=[CH:38][C:37]([CH3:41])=[CH:36][C:35]=2[Cl:42])=[CH:26][CH:25]=1)[CH2:14][NH:15]C(=O)OC(C)(C)C)#[N:2].[N:55]([Sn](CCCC)(CCCC)CCCC)=[N+:56]=[N-:57].C(O)(=O)C.N, predict the reaction product. The product is: [NH2:15][CH2:14][CH:13]([CH2:23][C:24]1[CH:29]=[CH:28][C:27]([O:30][CH2:31][CH2:32][O:33][C:34]2[C:35]([Cl:42])=[CH:36][C:37]([CH3:41])=[CH:38][C:39]=2[Cl:40])=[CH:26][CH:25]=1)[C:12]([N:11]([CH:44]1[CH2:45][CH2:46]1)[CH2:10][C:9]1[CH:8]=[C:7]([O:6][CH2:5][CH2:4][CH2:3][C:1]2[NH:57][N:56]=[N:55][N:2]=2)[CH:49]=[C:48]([CH2:50][CH2:51][CH2:52][O:53][CH3:54])[CH:47]=1)=[O:43]. (3) The product is: [Cl:1][C:2]1[CH:7]=[CH:6][C:5]2[C:8]3[C:13](=[CH:12][N:11]=[CH:10][CH:9]=3)[C:14](=[O:16])[O:15][C:4]=2[CH:3]=1. Given the reactants [Cl:1][C:2]1[CH:7]=[CH:6][C:5]([C:8]2[C:13]([C:14]([OH:16])=[O:15])=[CH:12][N:11]=[CH:10][CH:9]=2)=[C:4](F)[CH:3]=1.C([O-])([O-])=O.[Cs+].[Cs+], predict the reaction product. (4) Given the reactants [Br:1][C:2]1[CH:3]=[C:4]2[C:8](=[CH:9][CH:10]=1)[NH:7][CH:6]=[CH:5]2.BrC1C=CC=C2C=1C(C#N)=[CH:15][NH:16]2, predict the reaction product. The product is: [Br:1][C:2]1[CH:3]=[C:4]2[C:8](=[CH:9][CH:10]=1)[NH:7][CH:6]=[C:5]2[C:15]#[N:16]. (5) Given the reactants Cl.[CH3:2][NH:3][CH2:4][C:5]1[CH:13]=[CH:12][CH:11]=[C:10]2[C:6]=1[CH2:7][N:8]([CH:15]1[CH2:20][CH2:19][C:18](=[O:21])[NH:17][C:16]1=[O:22])[C:9]2=[O:14].[F:23][C:24]([F:35])([F:34])[C:25]1[CH:30]=[CH:29][CH:28]=[C:27]([N:31]=[C:32]=[O:33])[CH:26]=1.C(N(C(C)C)CC)(C)C, predict the reaction product. The product is: [O:22]=[C:16]1[CH:15]([N:8]2[CH2:7][C:6]3[C:10](=[CH:11][CH:12]=[CH:13][C:5]=3[CH2:4][N:3]([CH3:2])[C:32]([NH:31][C:27]3[CH:28]=[CH:29][CH:30]=[C:25]([C:24]([F:34])([F:35])[F:23])[CH:26]=3)=[O:33])[C:9]2=[O:14])[CH2:20][CH2:19][C:18](=[O:21])[NH:17]1. (6) Given the reactants Br[C:2]1[CH:7]=[CH:6][C:5]([C:8]2[C:14]3[CH:15]=[C:16]([O:21][CH3:22])[C:17]([O:19][CH3:20])=[CH:18][C:13]=3[CH2:12][CH:11]([CH3:23])[N:10]([C:24]([NH:26][CH3:27])=[O:25])[N:9]=2)=[CH:4][CH:3]=1.[C:28]([O-:31])(=[O:30])C.[K+].[C]=O, predict the reaction product. The product is: [CH3:20][O:19][C:17]1[C:16]([O:21][CH3:22])=[CH:15][C:14]2[C:8]([C:5]3[CH:6]=[CH:7][C:2]([C:28]([OH:31])=[O:30])=[CH:3][CH:4]=3)=[N:9][N:10]([C:24]([NH:26][CH3:27])=[O:25])[CH:11]([CH3:23])[CH2:12][C:13]=2[CH:18]=1. (7) Given the reactants [F:1][C:2]1[CH:7]=[CH:6][C:5]([C:8]2[CH:9]=[N:10][C:11]([N:14]3[CH2:19][CH2:18][N:17]([S:20]([CH2:23][C@H:24]([CH:28]([CH3:30])[CH3:29])[C:25]([OH:27])=[O:26])(=[O:22])=[O:21])[CH2:16][CH2:15]3)=N[CH:13]=2)=[CH:4][CH:3]=1.[CH2:31]([C@@H]1COC(=O)N1C(=O)[C@H](CS(N1CCN(C2C=CC(C3C=CC(F)=CC=3)=CN=2)CC1)(=O)=O)C(C)C)C1C=CC=CC=1, predict the reaction product. The product is: [F:1][C:2]1[CH:3]=[CH:4][C:5]([C:8]2[CH:13]=[CH:31][C:11]([N:14]3[CH2:19][CH2:18][N:17]([S:20]([CH2:23][C@H:24]([CH:28]([CH3:30])[CH3:29])[C:25]([OH:27])=[O:26])(=[O:21])=[O:22])[CH2:16][CH2:15]3)=[N:10][CH:9]=2)=[CH:6][CH:7]=1. (8) The product is: [Cl:1][C:2]1[CH:3]=[CH:4][C:5]([NH:8][C:9]([C:11]2[O:12][C:13]3[CH:31]=[CH:30][CH:29]=[CH:28][C:14]=3[C:15]=2[NH:16][C:17]([C@H:19]2[CH2:24][CH2:23][C@H:22]([C:25]([N:34]([CH3:35])[CH3:33])=[O:26])[CH2:21][CH2:20]2)=[O:18])=[O:10])=[N:6][CH:7]=1. Given the reactants [Cl:1][C:2]1[CH:3]=[CH:4][C:5]([NH:8][C:9]([C:11]2[O:12][C:13]3[CH:31]=[CH:30][CH:29]=[CH:28][C:14]=3[C:15]=2[NH:16][C:17]([C@H:19]2[CH2:24][CH2:23][C@H:22]([C:25](O)=[O:26])[CH2:21][CH2:20]2)=[O:18])=[O:10])=[N:6][CH:7]=1.Cl.[CH3:33][NH:34][CH3:35].ON1C2C=CC=CC=2N=N1.Cl.C(N=C=NCCCN(C)C)C, predict the reaction product. (9) Given the reactants [CH:1]1[C:14]2[C:5](=[N:6][CH:7]=[C:8]3[C:13]=2[CH:12]=[CH:11][CH:10]=[CH:9]3)[CH:4]=[CH:3][CH:2]=1.C[Li].[CH2:17](OCC)C.[F:22][C:23]1[CH:24]=[C:25]([S:31](Cl)(=[O:33])=[O:32])[CH:26]=[CH:27][C:28]=1[O:29][CH3:30], predict the reaction product. The product is: [F:22][C:23]1[CH:24]=[C:25]([S:31]([N:6]2[CH:7]([CH3:17])[C:8]3[C:13](=[CH:12][CH:11]=[CH:10][CH:9]=3)[C:14]3[CH:1]=[CH:2][CH:3]=[CH:4][C:5]2=3)(=[O:33])=[O:32])[CH:26]=[CH:27][C:28]=1[O:29][CH3:30].